From a dataset of Full USPTO retrosynthesis dataset with 1.9M reactions from patents (1976-2016). Predict the reactants needed to synthesize the given product. (1) Given the product [Br:1][C:2]1[C:10]2[C:9]([NH:23][C:15]3[CH:16]=[C:17]4[C:21](=[CH:22][C:14]=3[O:13][CH3:12])[NH:20][N:19]=[CH:18]4)=[N:8][CH:7]=[N:6][C:5]=2[NH:4][CH:3]=1, predict the reactants needed to synthesize it. The reactants are: [Br:1][C:2]1[C:10]2[C:9](Cl)=[N:8][CH:7]=[N:6][C:5]=2[NH:4][CH:3]=1.[CH3:12][O:13][C:14]1[CH:22]=[C:21]2[C:17]([CH:18]=[N:19][NH:20]2)=[CH:16][C:15]=1[NH2:23]. (2) Given the product [ClH:36].[F:70][C:64]([F:69])([CH3:65])[CH2:63][CH2:62][C:59]1[N:60]=[CH:61][C:56]([C:53]2[CH:54]=[CH:55][C:50]([S:47]([C:41]3([C:39]([NH:38][OH:37])=[O:40])[CH2:42][CH2:43][O:44][CH2:45][CH2:46]3)(=[O:49])=[O:48])=[CH:51][CH:52]=2)=[N:57][CH:58]=1, predict the reactants needed to synthesize it. The reactants are: C(OC(C1(S(C2C=CC(C3C=NC(CCCC(F)(F)F)=CN=3)=CC=2)(=O)=O)CCOCC1)=O)(C)(C)C.[ClH:36].[OH:37][NH:38][C:39]([C:41]1([S:47]([C:50]2[CH:55]=[CH:54][C:53]([C:56]3[CH:61]=[N:60][C:59]([CH2:62][CH2:63][C:64]([F:70])([F:69])[C:65](F)(F)F)=[CH:58][N:57]=3)=[CH:52][CH:51]=2)(=[O:49])=[O:48])[CH2:46][CH2:45][O:44][CH2:43][CH2:42]1)=[O:40].I.ICCC(=O)C.COCCN(S(F)(F)F)CCOC.C([O-])(O)=O.[Na+]. (3) Given the product [N:1]1([S:11]([C:14]2[CH:15]=[C:16]([N:20]3[C:29](=[O:30])[C:28]4[C:23](=[CH:24][CH:25]=[CH:26][C:27]=4[CH2:31][CH2:32][OH:33])[NH:22][C:21]3=[O:37])[CH:17]=[CH:18][CH:19]=2)(=[O:13])=[O:12])[C:10]2[C:5](=[CH:6][CH:7]=[CH:8][CH:9]=2)[CH2:4][CH2:3][CH2:2]1, predict the reactants needed to synthesize it. The reactants are: [N:1]1([S:11]([C:14]2[CH:15]=[C:16]([N:20]3[C:29](=[O:30])[C:28]4[C:23](=[CH:24][CH:25]=[CH:26][C:27]=4[CH2:31][C:32](OCC)=[O:33])[NH:22][C:21]3=[O:37])[CH:17]=[CH:18][CH:19]=2)(=[O:13])=[O:12])[C:10]2[C:5](=[CH:6][CH:7]=[CH:8][CH:9]=2)[CH2:4][CH2:3][CH2:2]1.[BH4-].[Li+].O. (4) Given the product [NH2:12][C:11]1[C:7]([C:2]2[CH:3]=[CH:4][CH:5]=[CH:6][N:1]=2)=[C:8]2[NH:13][C:21]([C:18]3[CH:17]=[CH:16][C:15]([Cl:14])=[CH:20][CH:19]=3)=[CH:22][C:23](=[O:24])[N:9]2[N:10]=1, predict the reactants needed to synthesize it. The reactants are: [N:1]1[CH:6]=[CH:5][CH:4]=[CH:3][C:2]=1[C:7]1[C:8]([NH2:13])=[N:9][NH:10][C:11]=1[NH2:12].[Cl:14][C:15]1[CH:20]=[CH:19][C:18]([C:21](=O)[CH2:22][C:23](OC)=[O:24])=[CH:17][CH:16]=1.CC1C=CC(S(O)(=O)=O)=CC=1. (5) Given the product [Cl:1][C:2]1[CH:3]=[C:4]([S:8]([NH:11][C:12]2[CH:20]=[CH:19][C:15]([C:16]([O:18][C:22]3[CH:27]=[CH:26][CH:25]=[CH:24][CH:23]=3)=[O:17])=[C:14]([OH:21])[CH:13]=2)(=[O:9])=[O:10])[S:5][C:6]=1[Cl:7], predict the reactants needed to synthesize it. The reactants are: [Cl:1][C:2]1[CH:3]=[C:4]([S:8]([NH:11][C:12]2[CH:20]=[CH:19][C:15]([C:16]([OH:18])=[O:17])=[C:14]([OH:21])[CH:13]=2)(=[O:10])=[O:9])[S:5][C:6]=1[Cl:7].[C:22]1(O)[CH:27]=[CH:26][CH:25]=[CH:24][CH:23]=1.